Dataset: Full USPTO retrosynthesis dataset with 1.9M reactions from patents (1976-2016). Task: Predict the reactants needed to synthesize the given product. (1) Given the product [N+:12]([C:11]1[CH:10]=[N:9][N:5]2[CH2:6][CH2:7][CH2:8][NH:3][C:4]=12)([O-:14])=[O:13], predict the reactants needed to synthesize it. The reactants are: C([N:3]1[CH2:8][CH2:7][CH2:6][N:5]2[N:9]=[CH:10][CH:11]=[C:4]12)=O.[N+:12]([O-])([O-:14])=[O:13].[K+]. (2) Given the product [Cl:25][C:24]1[CH:23]=[CH:22][C:21]([CH:26]([CH:35]2[CH2:36][C:37]([F:40])([F:39])[CH2:38]2)[CH2:27][C:28]([O:30][C:31]([CH3:34])([CH3:33])[CH3:32])=[O:29])=[CH:20][C:19]=1[NH:18][C:9](=[O:11])[C@H:8]([C:5]1[CH:4]=[CH:3][C:2]([Cl:1])=[CH:7][CH:6]=1)[C@@H:12]([CH3:17])[C:13]([F:16])([F:15])[F:14], predict the reactants needed to synthesize it. The reactants are: [Cl:1][C:2]1[CH:7]=[CH:6][C:5]([C@H:8]([C@@H:12]([CH3:17])[C:13]([F:16])([F:15])[F:14])[C:9]([OH:11])=O)=[CH:4][CH:3]=1.[NH2:18][C:19]1[CH:20]=[C:21]([CH:26]([CH:35]2[CH2:38][C:37]([F:40])([F:39])[CH2:36]2)[CH2:27][C:28]([O:30][C:31]([CH3:34])([CH3:33])[CH3:32])=[O:29])[CH:22]=[CH:23][C:24]=1[Cl:25].F[P-](F)(F)(F)(F)F.N1(OC(N(C)C)=[N+](C)C)C2N=CC=CC=2N=N1.N1C=CC=CC=1. (3) Given the product [OH:2][CH2:3][CH2:4][CH:5]([CH2:6][CH2:7][OH:8])[CH2:11][C:12]#[N:13], predict the reactants needed to synthesize it. The reactants are: C[O:2][C:3](=O)[CH2:4][CH:5]([CH2:11][C:12]#[N:13])[CH2:6][C:7](OC)=[O:8].[H-].[H-].[H-].[H-].[Li+].[Al+3].O. (4) Given the product [O:28]1[C:29]2[C:21]([C:11]([CH3:20])([CH3:10])[CH2:12][C:13]([CH2:15][NH:9][C@@H:7]([C:1]3[CH:6]=[CH:5][CH:4]=[CH:3][CH:2]=3)[CH3:8])([OH:14])[C:16]([F:18])([F:19])[F:17])=[CH:22][CH:23]=[CH:24][C:25]=2[CH2:26][CH2:27]1, predict the reactants needed to synthesize it. The reactants are: [C:1]1([C@H:7]([NH2:9])[CH3:8])[CH:6]=[CH:5][CH:4]=[CH:3][CH:2]=1.[CH3:10][C:11]([C:21]1[C:29]2[O:28][CH2:27][CH2:26][C:25]=2[CH:24]=[CH:23][CH:22]=1)([CH3:20])[CH2:12][C:13]1([C:16]([F:19])([F:18])[F:17])[CH2:15][O:14]1. (5) The reactants are: [CH2:1]([O:8][CH2:9][CH2:10][CH2:11][C:12]1[CH:13]=[N+:14]([O-])[CH:15]=[CH:16][CH:17]=1)[C:2]1[CH:7]=[CH:6][CH:5]=[CH:4][CH:3]=1.P(Br)(Br)(Br)=O.C(=O)(O)[O-].[Na+].BrC1C=CC(CCCOCC2C=CC=CC=2)=CN=1.BrC1C(CCCOCC2C=CC=CC=2)=CC=CN=1.[CH2:65]([N:67]1[CH2:72][CH2:71][N:70]([C:73]2[C:82]3[C:77](=[CH:78][CH:79]=[CH:80][CH:81]=3)[CH:76]=[C:75](Br)[N:74]=2)[CH2:69][CH2:68]1)[CH3:66]. Given the product [CH2:65]([N:67]1[CH2:68][CH2:69][N:70]([C:73]2[C:82]3[C:77](=[CH:78][CH:79]=[CH:80][CH:81]=3)[CH:76]=[C:75]([C:15]3[CH:16]=[CH:17][C:12]([CH2:11][CH2:10][CH2:9][O:8][CH2:1][C:2]4[CH:7]=[CH:6][CH:5]=[CH:4][CH:3]=4)=[CH:13][N:14]=3)[N:74]=2)[CH2:71][CH2:72]1)[CH3:66], predict the reactants needed to synthesize it. (6) Given the product [CH:36]1[CH:37]=[CH:38][C:33]([C@@H:24]2[N:23]([C:21]([O:20][C@@H:14]3[CH:15]4[CH2:16][CH2:17][N:12]([CH2:19][CH2:18]4)[CH2:13]3)=[O:22])[CH2:32][CH2:31][C:30]3[CH:29]=[CH:28][CH:27]=[CH:26][C:25]2=3)=[CH:34][CH:35]=1.[CH2:5]([C:4]([OH:11])=[O:10])[CH2:6][C:7]([OH:9])=[O:8], predict the reactants needed to synthesize it. The reactants are: CCO.[C:4]([OH:11])(=[O:10])[CH2:5][CH2:6][C:7]([OH:9])=[O:8].[N:12]12[CH2:19][CH2:18][CH:15]([CH2:16][CH2:17]1)[C@@H:14]([O:20][C:21]([N:23]1[CH2:32][CH2:31][C:30]3[C:25](=[CH:26][CH:27]=[CH:28][CH:29]=3)[CH:24]1[C:33]1[CH:38]=[CH:37][CH:36]=[CH:35][CH:34]=1)=[O:22])[CH2:13]2.